The task is: Predict the reaction yield, written as a fraction of the theoretical maximum amount of product (1.0 means a 100% yield; for example, 0.34 means a 34% yield).. This data is from Reaction yield outcomes from USPTO patents with 853,638 reactions. (1) The reactants are [NH2:1][CH2:2][CH2:3][C:4]1[N:5]=[C:6]([C:9]2[CH:16]=[CH:15][C:12]([C:13]#[N:14])=[CH:11][CH:10]=2)[O:7][CH:8]=1.[F:17][C:18]([F:34])([F:33])[C:19]1[O:23][N:22]=[C:21]([C:24]2[CH:25]=[N:26][CH:27]=[C:28]([CH:32]=2)[C:29](O)=[O:30])[N:20]=1. No catalyst specified. The product is [C:13]([C:12]1[CH:15]=[CH:16][C:9]([C:6]2[O:7][CH:8]=[C:4]([CH2:3][CH2:2][NH:1][C:29](=[O:30])[C:28]3[CH:32]=[C:24]([C:21]4[N:20]=[C:19]([C:18]([F:34])([F:33])[F:17])[O:23][N:22]=4)[CH:25]=[N:26][CH:27]=3)[N:5]=2)=[CH:10][CH:11]=1)#[N:14]. The yield is 0.230. (2) The reactants are [C:1]([C:3]1[CH:8]=[CH:7][C:6]([CH:9]2[CH2:14][CH2:13][N:12]([C:15]([C:17]3[C:18]([CH2:29][CH3:30])=[CH:19][C:20]([CH2:27][CH3:28])=[C:21]([CH:26]=3)[C:22]([NH:24][NH2:25])=[O:23])=[O:16])[CH2:11][CH2:10]2)=[CH:5][CH:4]=1)#[N:2].O.C(=O)(O)[O-].[Na+].Br[C:38]#[N:39]. The catalyst is O1CCOCC1. The product is [NH2:39][C:38]1[O:23][C:22]([C:21]2[C:20]([CH2:27][CH3:28])=[CH:19][C:18]([CH2:29][CH3:30])=[C:17]([CH:26]=2)[C:15]([N:12]2[CH2:13][CH2:14][CH:9]([C:6]3[CH:5]=[CH:4][C:3]([C:1]#[N:2])=[CH:8][CH:7]=3)[CH2:10][CH2:11]2)=[O:16])=[N:24][N:25]=1. The yield is 0.890. (3) The reactants are Cl[C:2]1[N:7]=[C:6]([NH2:8])[N:5]=[C:4]2[N:9]([CH2:12][C:13]3[CH:18]=[CH:17][CH:16]=[CH:15][C:14]=3[F:19])[N:10]=[CH:11][C:3]=12.[S:20]1[CH:24]=[CH:23][CH:22]=[C:21]1B(O)O.C([O-])(O)=O.[Na+]. The catalyst is C1COCC1.O.C1C=CC([P]([Pd]([P](C2C=CC=CC=2)(C2C=CC=CC=2)C2C=CC=CC=2)([P](C2C=CC=CC=2)(C2C=CC=CC=2)C2C=CC=CC=2)[P](C2C=CC=CC=2)(C2C=CC=CC=2)C2C=CC=CC=2)(C2C=CC=CC=2)C2C=CC=CC=2)=CC=1. The product is [F:19][C:14]1[CH:15]=[CH:16][CH:17]=[CH:18][C:13]=1[CH2:12][N:9]1[C:4]2=[N:5][C:6]([NH2:8])=[N:7][C:2]([C:21]3[S:20][CH:24]=[CH:23][CH:22]=3)=[C:3]2[CH:11]=[N:10]1. The yield is 0.200. (4) The reactants are [Cl:1][C:2]1[CH:18]=[CH:17][C:5]2[CH2:6][CH2:7][N:8]([C:11](=[O:16])[C:12]([F:15])([F:14])[F:13])[CH2:9][CH2:10][C:4]=2[C:3]=1OS(C(F)(F)F)(=O)=O.[CH3:27][CH:28]([CH3:45])[CH2:29][CH2:30][NH:31][C:32]1[S:33][CH:34]=[C:35]([C:37]2[CH:44]=[CH:43][C:40]([CH2:41][NH2:42])=[CH:39][CH:38]=2)[N:36]=1. The catalyst is C1(C)C=CC=CC=1. The product is [Cl:1][C:2]1[CH:18]=[CH:17][C:5]2[CH2:6][CH2:7][N:8]([C:11](=[O:16])[C:12]([F:14])([F:13])[F:15])[CH2:9][CH2:10][C:4]=2[C:3]=1[NH:42][CH2:41][C:40]1[CH:39]=[CH:38][C:37]([C:35]2[N:36]=[C:32]([NH:31][CH2:30][CH2:29][CH:28]([CH3:45])[CH3:27])[S:33][CH:34]=2)=[CH:44][CH:43]=1. The yield is 0.750. (5) The reactants are C([O:5][C:6](=[O:37])[CH2:7][O:8][C:9]1[CH:14]=[C:13]([CH3:15])[C:12]([O:16][C:17]2[CH:18]=[C:19]3[C:23](=[CH:24][CH:25]=2)[N:22]([Si](C(C)(C)C)(C)C)[CH:21]=[C:20]3[CH:33]([CH3:35])[CH3:34])=[C:11]([CH3:36])[CH:10]=1)(C)(C)C.[OH-].[Na+]. The catalyst is C(O)C. The product is [CH:33]([C:20]1[C:19]2[C:23](=[CH:24][CH:25]=[C:17]([O:16][C:12]3[C:11]([CH3:36])=[CH:10][C:9]([O:8][CH2:7][C:6]([OH:37])=[O:5])=[CH:14][C:13]=3[CH3:15])[CH:18]=2)[NH:22][CH:21]=1)([CH3:35])[CH3:34]. The yield is 0.873. (6) The reactants are [NH:1]1[CH2:6][CH2:5][CH2:4][C:3]2([C:14]3[C:9](=[CH:10][CH:11]=[CH:12][CH:13]=3)[NH:8][C:7]2=[O:15])[CH2:2]1.[CH:16]1([CH:19]=O)[CH2:18][CH2:17]1.C. No catalyst specified. The product is [CH:16]1([CH2:19][N:1]2[CH2:6][CH2:5][CH2:4][C:3]3([C:14]4[C:9](=[CH:10][CH:11]=[CH:12][CH:13]=4)[NH:8][C:7]3=[O:15])[CH2:2]2)[CH2:18][CH2:17]1. The yield is 0.900. (7) The reactants are C([N:4]1[C:12]2[C:7](=[CH:8][CH:9]=[C:10]([C:13]([O:15]C)=[O:14])[CH:11]=2)[C:6]([O:17][CH3:18])=[CH:5]1)(=O)C.O.[OH-].[Li+]. The catalyst is C1COCC1.O. The product is [CH3:18][O:17][C:6]1[C:7]2[C:12](=[CH:11][C:10]([C:13]([OH:15])=[O:14])=[CH:9][CH:8]=2)[NH:4][CH:5]=1. The yield is 0.870.